From a dataset of Forward reaction prediction with 1.9M reactions from USPTO patents (1976-2016). Predict the product of the given reaction. (1) Given the reactants [F:1][C:2]1[CH:11]=[C:10]2[C:5]([CH:6]=[C:7]([NH:16][C:17]3[CH:21]=[C:20]([CH3:22])[NH:19][N:18]=3)[N:8]=[C:9]2[O:12][CH:13]([CH3:15])[CH3:14])=[CH:4][C:3]=1[OH:23].CCN(CC)CC.[F:31][C:32]([F:45])([F:44])[S:33](O[S:33]([C:32]([F:45])([F:44])[F:31])(=[O:35])=[O:34])(=[O:35])=[O:34], predict the reaction product. The product is: [F:1][C:2]1[CH:11]=[C:10]2[C:5]([CH:6]=[C:7]([NH:16][C:17]3[CH:21]=[C:20]([CH3:22])[N:19]([S:33]([C:32]([F:45])([F:44])[F:31])(=[O:35])=[O:34])[N:18]=3)[N:8]=[C:9]2[O:12][CH:13]([CH3:15])[CH3:14])=[CH:4][C:3]=1[O:23][S:33]([C:32]([F:45])([F:44])[F:31])(=[O:35])=[O:34]. (2) Given the reactants [N:1]12[CH2:9][CH2:8][CH:5]([CH2:6][CH2:7]1)[NH:4][CH2:3][CH2:2]2.[O:10]1[CH:14]=[CH:13][CH:12]=[C:11]1[C:15]([Cl:17])=[O:16].C(N(C(C)C)CC)(C)C, predict the reaction product. The product is: [ClH:17].[N:1]12[CH2:9][CH2:8][CH:5]([CH2:6][CH2:7]1)[N:4]([C:15]([C:11]1[O:10][CH:14]=[CH:13][CH:12]=1)=[O:16])[CH2:3][CH2:2]2. (3) The product is: [CH3:1][O:2][C:3]1[N:4]=[CH:5][C:6]([CH2:7][OH:8])=[CH:11][CH:12]=1. Given the reactants [CH3:1][O:2][C:3]1[CH:12]=[CH:11][C:6]([C:7](OC)=[O:8])=[CH:5][N:4]=1.[BH4-].[Na+], predict the reaction product. (4) Given the reactants Cl[C:2]1[C:11]2[C:6](=[CH:7][CH:8]=[C:9]([S:12][C:13]3[N:17]4[CH:18]=[C:19]([C:22]5[CH:23]=[N:24][N:25]([CH3:27])[CH:26]=5)[CH:20]=[CH:21][C:16]4=[N:15][N:14]=3)[CH:10]=2)[N:5]=[CH:4][CH:3]=1.[CH3:28][O:29][CH2:30][CH2:31][NH:32][CH3:33], predict the reaction product. The product is: [CH3:28][O:29][CH2:30][CH2:31][N:32]([CH3:33])[C:2]1[C:11]2[C:6](=[CH:7][CH:8]=[C:9]([S:12][C:13]3[N:17]4[CH:18]=[C:19]([C:22]5[CH:23]=[N:24][N:25]([CH3:27])[CH:26]=5)[CH:20]=[CH:21][C:16]4=[N:15][N:14]=3)[CH:10]=2)[N:5]=[CH:4][CH:3]=1. (5) Given the reactants [NH2:1][C:2]1[C:6]([C:7]([O:9][CH2:10][CH3:11])=[O:8])=[CH:5][N:4]([CH3:12])[N:3]=1.[Cl:13][C:14]1[CH:15]=[CH:16][C:17]([C:20](Cl)=[O:21])=[N:18][CH:19]=1, predict the reaction product. The product is: [Cl:13][C:14]1[CH:15]=[CH:16][C:17]([C:20]([NH:1][C:2]2[C:6]([C:7]([O:9][CH2:10][CH3:11])=[O:8])=[CH:5][N:4]([CH3:12])[N:3]=2)=[O:21])=[N:18][CH:19]=1.